This data is from Catalyst prediction with 721,799 reactions and 888 catalyst types from USPTO. The task is: Predict which catalyst facilitates the given reaction. Reactant: [CH2:1]([O:8][C:9]1[CH:10]=[C:11]2[C:15](=[CH:16][CH:17]=1)[NH:14][CH:13]=[CH:12]2)[C:2]1[CH:7]=[CH:6][CH:5]=[CH:4][CH:3]=1.C([BH3-])#N.[Na+].[OH-].[Na+]. Product: [CH2:1]([O:8][C:9]1[CH:10]=[C:11]2[C:15](=[CH:16][CH:17]=1)[NH:14][CH2:13][CH2:12]2)[C:2]1[CH:3]=[CH:4][CH:5]=[CH:6][CH:7]=1. The catalyst class is: 86.